Predict which catalyst facilitates the given reaction. From a dataset of Catalyst prediction with 721,799 reactions and 888 catalyst types from USPTO. Reactant: [CH2:1]([NH:5][C:6]1[CH:7]=[CH:8][C:9]2[N:10]([C:12](B(O)O)=[CH:13][N:14]=2)[N:11]=1)[CH2:2][CH2:3][CH3:4].Br[C:19]1[N:20]=[CH:21][NH:22][CH:23]=1.P([O-])([O-])([O-])=O.[K+].[K+].[K+].COCCOC. Product: [CH2:1]([NH:5][C:6]1[CH:7]=[CH:8][C:9]2[N:10]([C:12]([C:19]3[N:20]=[CH:21][NH:22][CH:23]=3)=[CH:13][N:14]=2)[N:11]=1)[CH2:2][CH2:3][CH3:4]. The catalyst class is: 263.